The task is: Predict the reaction yield, written as a fraction of the theoretical maximum amount of product (1.0 means a 100% yield; for example, 0.34 means a 34% yield).. This data is from Reaction yield outcomes from USPTO patents with 853,638 reactions. (1) The reactants are [CH3:1][O:2][C:3](=[O:34])[CH:4]([C:10]1[CH:11]=[C:12]([C:25]2[CH:30]=[CH:29][CH:28]=[C:27]([N+:31]([O-:33])=[O:32])[CH:26]=2)[C:13]([O:18][CH2:19][O:20][CH2:21][CH2:22][O:23][CH3:24])=[C:14]([C:16]#[CH:17])[CH:15]=1)[CH2:5][C:6]([O:8][CH3:9])=[O:7].[C:35]([C:37]1[CH:42]=[CH:41][C:40]([NH:43][S:44]([CH3:47])(=[O:46])=[O:45])=[C:39](I)[CH:38]=1)#[N:36].C(N(CC)CC)C.C(O)(=O)CC(CC(O)=O)(C(O)=O)O. The catalyst is Cl[Pd](Cl)([P](C1C=CC=CC=1)(C1C=CC=CC=1)C1C=CC=CC=1)[P](C1C=CC=CC=1)(C1C=CC=CC=1)C1C=CC=CC=1.[Cu]I.C(#N)C. The product is [CH3:1][O:2][C:3](=[O:34])[CH:4]([C:10]1[CH:11]=[C:12]([C:25]2[CH:30]=[CH:29][CH:28]=[C:27]([N+:31]([O-:33])=[O:32])[CH:26]=2)[C:13]([O:18][CH2:19][O:20][CH2:21][CH2:22][O:23][CH3:24])=[C:14]([C:16]2[N:43]([S:44]([CH3:47])(=[O:46])=[O:45])[C:40]3[C:41]([CH:17]=2)=[CH:42][C:37]([C:35]#[N:36])=[CH:38][CH:39]=3)[CH:15]=1)[CH2:5][C:6]([O:8][CH3:9])=[O:7]. The yield is 0.410. (2) The reactants are C([N:3]([CH2:6][CH3:7])[CH2:4][CH3:5])C.[C:8]1([N:14]2[CH2:19][CH2:18][NH:17][CH2:16][CH2:15]2)[CH:13]=[CH:12][CH:11]=[CH:10][CH:9]=1.[ClH:20].[CH3:21][CH2:22][O:23][CH2:24]C.CN(C=[O:30])C. The catalyst is CN(C1C=CN=CC=1)C. The product is [ClH:20].[ClH:20].[C:8]1([N:14]2[CH2:19][CH2:18][N:17]([C:24]([O:23][CH2:22][C:21]3[CH:5]=[CH:4][N:3]=[CH:6][CH:7]=3)=[O:30])[CH2:16][CH2:15]2)[CH:13]=[CH:12][CH:11]=[CH:10][CH:9]=1. The yield is 0.280. (3) The reactants are [C:1]([O:5][C:6]([N:8]1[CH2:13][CH2:12][CH:11]([O:14][C:15]2[C:16]([C:30](O)=[O:31])=[N:17][N:18]([C:22]3[CH:27]=[CH:26][C:25]([Cl:28])=[C:24]([Cl:29])[CH:23]=3)[C:19](=[O:21])[CH:20]=2)[CH2:10][CH2:9]1)=[O:7])([CH3:4])([CH3:3])[CH3:2].C1C=CC2N(O)N=[N:39][C:37]=2C=1.C(Cl)CCl.CN.[OH-].[Na+]. The catalyst is C1COCC1.CCOC(C)=O. The product is [Cl:29][C:24]1[CH:23]=[C:22]([N:18]2[C:19](=[O:21])[CH:20]=[C:15]([O:14][CH:11]3[CH2:12][CH2:13][N:8]([C:6]([O:5][C:1]([CH3:3])([CH3:2])[CH3:4])=[O:7])[CH2:9][CH2:10]3)[C:16]([C:30](=[O:31])[NH:39][CH3:37])=[N:17]2)[CH:27]=[CH:26][C:25]=1[Cl:28]. The yield is 0.409. (4) The reactants are N[C@H](C([O:8][CH2:9][CH2:10][C@@H:11]([CH2:24][O:25][C:26](=[O:32])[C@H:27]([CH:29]([CH3:31])[CH3:30])[NH2:28])[CH2:12][N:13]1[CH:21]=[N:20][C:19]2[C:18](=[O:22])[NH:17][C:16]([NH2:23])=[N:15][C:14]1=2)=O)C(C)C.[OH-].[Na+].FC(F)(F)C(O)=O. No catalyst specified. The product is [OH:8][CH2:9][CH2:10][C@@H:11]([CH2:24][O:25][C:26](=[O:32])[C@H:27]([CH:29]([CH3:30])[CH3:31])[NH2:28])[CH2:12][N:13]1[CH:21]=[N:20][C:19]2[C:18](=[O:22])[NH:17][C:16]([NH2:23])=[N:15][C:14]1=2. The yield is 0.136. (5) The catalyst is CN(C=O)C. The product is [NH2:7][C:8]1[C:13]([O:14][CH3:3])=[CH:12][CH:11]=[CH:10][C:9]=1[C:15](=[O:17])[CH3:16]. The yield is 0.920. The reactants are CI.[C:3](=O)([O-])[O-].[NH2:7][C:8]1[C:13]([OH:14])=[CH:12][CH:11]=[CH:10][C:9]=1[C:15](=[O:17])[CH3:16].